From a dataset of NCI-60 drug combinations with 297,098 pairs across 59 cell lines. Regression. Given two drug SMILES strings and cell line genomic features, predict the synergy score measuring deviation from expected non-interaction effect. (1) Drug 1: CN(C)N=NC1=C(NC=N1)C(=O)N. Drug 2: CS(=O)(=O)OCCCCOS(=O)(=O)C. Cell line: K-562. Synergy scores: CSS=8.07, Synergy_ZIP=-4.39, Synergy_Bliss=-1.35, Synergy_Loewe=-4.04, Synergy_HSA=-2.90. (2) Drug 1: C1=CN(C(=O)N=C1N)C2C(C(C(O2)CO)O)O.Cl. Drug 2: B(C(CC(C)C)NC(=O)C(CC1=CC=CC=C1)NC(=O)C2=NC=CN=C2)(O)O. Cell line: COLO 205. Synergy scores: CSS=69.6, Synergy_ZIP=-5.12, Synergy_Bliss=-5.11, Synergy_Loewe=1.28, Synergy_HSA=3.29.